Dataset: Drug-target binding data from BindingDB using Kd measurements. Task: Regression. Given a target protein amino acid sequence and a drug SMILES string, predict the binding affinity score between them. We predict pKd (pKd = -log10(Kd in M); higher means stronger binding). Dataset: bindingdb_kd. The compound is COc1cc2ncnc(Oc3cccc(NC(=O)Nc4cc(C(C)(C)C(F)(F)F)on4)c3)c2cc1OC. The target protein sequence is DPNQAVLKFTTEIHPSCVTRQKVIGAGEFGEVYKGMLKTSSGKKEVPVAIKTLKAGYTEKQRVDFLGEAGIMGQFSHHNIIRLEGVISKYKPMMIITEYMENGALDKFLREKDGEFSVLQLVGMLRGIAAGMKYLANMNYVHRDLAARNILVNSNLVCKVSDFGLSRVLEDDPEATYTTSGGKIPIRWTAPEAISYRKFTSASDVWSFGIVMWEVMTYGERPYWELSNHEVMKAINDGFRLPTPMDCPSAIYQLMMQCWQQERARRPKFADIVSILDKLIRAPDSLKTLADFDPRVSIRLPSTSG. The pKd is 7.0.